Dataset: Catalyst prediction with 721,799 reactions and 888 catalyst types from USPTO. Task: Predict which catalyst facilitates the given reaction. (1) Reactant: [Cl:1][C:2]1[C:7]([Cl:8])=[CH:6][CH:5]=[CH:4][C:3]=1[C:9]([N:11]1[CH2:16][CH2:15][NH:14][C:13](=[O:17])[CH2:12]1)=[O:10].F[B-](F)(F)F.[CH2:23]([O+](CC)CC)[CH3:24].C(=O)(O)[O-]. Product: [Cl:1][C:2]1[C:7]([Cl:8])=[CH:6][CH:5]=[CH:4][C:3]=1[C:9]([N:11]1[CH2:12][C:13]([O:17][CH2:23][CH3:24])=[N:14][CH2:15][CH2:16]1)=[O:10]. The catalyst class is: 4. (2) The catalyst class is: 26. Product: [NH2:1][C:2]1[CH:10]=[C:9]([C:11]([F:14])([F:13])[F:12])[CH:8]=[CH:7][C:3]=1[C:4]([N:18]([CH2:17][CH:16]([CH3:32])[CH3:15])[CH:19]1[CH2:24][CH2:23][CH2:22][N:21]([C:25]([O:27][C:28]([CH3:29])([CH3:30])[CH3:31])=[O:26])[CH2:20]1)=[O:6]. Reactant: [NH2:1][C:2]1[CH:10]=[C:9]([C:11]([F:14])([F:13])[F:12])[CH:8]=[CH:7][C:3]=1[C:4]([OH:6])=O.[CH3:15][CH:16]([CH3:32])[CH2:17][NH:18][CH:19]1[CH2:24][CH2:23][CH2:22][N:21]([C:25]([O:27][C:28]([CH3:31])([CH3:30])[CH3:29])=[O:26])[CH2:20]1.P(C#N)(=O)(OCC)OCC.O.